Dataset: TCR-epitope binding with 47,182 pairs between 192 epitopes and 23,139 TCRs. Task: Binary Classification. Given a T-cell receptor sequence (or CDR3 region) and an epitope sequence, predict whether binding occurs between them. (1) The TCR CDR3 sequence is CASSSSSTGELFF. Result: 0 (the TCR does not bind to the epitope). The epitope is AMFWSVPTV. (2) Result: 1 (the TCR binds to the epitope). The TCR CDR3 sequence is CATQRLGSYNEQFF. The epitope is KMQRMLLEK. (3) The epitope is KAFSPEVIPMF. The TCR CDR3 sequence is CASSLGAGTSSYEQYF. Result: 0 (the TCR does not bind to the epitope). (4) Result: 0 (the TCR does not bind to the epitope). The TCR CDR3 sequence is CASSLISGGDNEQFF. The epitope is FRYMNSQGL. (5) The epitope is IPIQASLPF. The TCR CDR3 sequence is CASSQAPGRVSDTQYF. Result: 1 (the TCR binds to the epitope).